From a dataset of Catalyst prediction with 721,799 reactions and 888 catalyst types from USPTO. Predict which catalyst facilitates the given reaction. (1) Reactant: C[S-:2].[Na+].Br[C:5]1[CH:6]=[C:7]([C:11]([N:13]([CH3:15])[CH3:14])=[O:12])[CH:8]=[N:9][CH:10]=1. Product: [SH:2][C:5]1[CH:6]=[C:7]([C:11]([N:13]([CH3:15])[CH3:14])=[O:12])[CH:8]=[N:9][CH:10]=1. The catalyst class is: 9. (2) Reactant: [CH3:1][S:2]([C:5]1[CH:12]=[CH:11][C:8]([CH:9]=[O:10])=[C:7]([C:13]([F:16])([F:15])[F:14])[CH:6]=1)(=[O:4])=[O:3].[BH4-].[Na+].Cl. Product: [CH3:1][S:2]([C:5]1[CH:12]=[CH:11][C:8]([CH2:9][OH:10])=[C:7]([C:13]([F:14])([F:15])[F:16])[CH:6]=1)(=[O:4])=[O:3]. The catalyst class is: 14. (3) Reactant: [CH2:1]([N:3]([CH:26]1[CH2:31][CH2:30][O:29][CH2:28][CH2:27]1)[C:4]1[CH:5]=[C:6]([CH:15]2[CH2:18][N:17]([C:19]([O:21][C:22]([CH3:25])([CH3:24])[CH3:23])=[O:20])[CH2:16]2)[CH:7]=[C:8]([C:11]([O:13]C)=[O:12])[C:9]=1[CH3:10])[CH3:2].[OH-].[Na+]. Product: [C:22]([O:21][C:19]([N:17]1[CH2:18][CH:15]([C:6]2[CH:5]=[C:4]([N:3]([CH2:1][CH3:2])[CH:26]3[CH2:27][CH2:28][O:29][CH2:30][CH2:31]3)[C:9]([CH3:10])=[C:8]([CH:7]=2)[C:11]([OH:13])=[O:12])[CH2:16]1)=[O:20])([CH3:24])([CH3:25])[CH3:23]. The catalyst class is: 36. (4) Reactant: CS(O[CH2:6][C@H:7]1[CH2:12][CH2:11][C@H:10]([NH:13][C:14]2[C:23]3[C:18](=[CH:19][CH:20]=[C:21]([Br:24])[CH:22]=3)[N:17]=[CH:16][C:15]=2[C:25](=[O:27])[CH3:26])[CH2:9][CH2:8]1)(=O)=O.[N:28]1([C:34]([O:36][C:37]([CH3:40])([CH3:39])[CH3:38])=[O:35])[CH2:33][CH2:32][NH:31][CH2:30][CH2:29]1.C(N(CC)C(C)C)(C)C. Product: [C:25]([C:15]1[CH:16]=[N:17][C:18]2[C:23]([C:14]=1[NH:13][C@H:10]1[CH2:11][CH2:12][C@H:7]([CH2:6][N:31]3[CH2:32][CH2:33][N:28]([C:34]([O:36][C:37]([CH3:40])([CH3:39])[CH3:38])=[O:35])[CH2:29][CH2:30]3)[CH2:8][CH2:9]1)=[CH:22][C:21]([Br:24])=[CH:20][CH:19]=2)(=[O:27])[CH3:26]. The catalyst class is: 880.